From a dataset of NCI-60 drug combinations with 297,098 pairs across 59 cell lines. Regression. Given two drug SMILES strings and cell line genomic features, predict the synergy score measuring deviation from expected non-interaction effect. Cell line: 786-0. Drug 2: C1C(C(OC1N2C=NC3=C(N=C(N=C32)Cl)N)CO)O. Drug 1: CN(C)C1=NC(=NC(=N1)N(C)C)N(C)C. Synergy scores: CSS=-2.69, Synergy_ZIP=0.356, Synergy_Bliss=0.474, Synergy_Loewe=-6.79, Synergy_HSA=-2.30.